From a dataset of Reaction yield outcomes from USPTO patents with 853,638 reactions. Predict the reaction yield, written as a fraction of the theoretical maximum amount of product (1.0 means a 100% yield; for example, 0.34 means a 34% yield). (1) The reactants are Cl[C:2]1[C:11]2[C:6](=[CH:7][CH:8]=[CH:9][CH:10]=2)[C:5]([C:12]2[CH:21]=[CH:20][C:15]([C:16]([O:18][CH3:19])=[O:17])=[CH:14][CH:13]=2)=[N:4][N:3]=1.[Br:22][C:23]1[CH:24]=[C:25]([CH:27]=[C:28]([C:30]([F:33])([F:32])[F:31])[CH:29]=1)[NH2:26]. The catalyst is C(O)C. The product is [Br:22][C:23]1[CH:24]=[C:25]([NH:26][C:2]2[C:11]3[C:6](=[CH:7][CH:8]=[CH:9][CH:10]=3)[C:5]([C:12]3[CH:21]=[CH:20][C:15]([C:16]([O:18][CH3:19])=[O:17])=[CH:14][CH:13]=3)=[N:4][N:3]=2)[CH:27]=[C:28]([C:30]([F:32])([F:33])[F:31])[CH:29]=1. The yield is 0.640. (2) The reactants are [NH:1]1[CH2:6][CH2:5][CH2:4][CH2:3][CH2:2]1.[CH:7]1([N:13]=[C:14]=[O:15])[CH2:12][CH2:11][CH2:10][CH2:9][CH2:8]1. The catalyst is CCCCCC. The product is [CH:7]1([NH:13][C:14]([N:1]2[CH2:6][CH2:5][CH2:4][CH2:3][CH2:2]2)=[O:15])[CH2:12][CH2:11][CH2:10][CH2:9][CH2:8]1. The yield is 0.983. (3) The reactants are N1C=CC=CC=1.[CH:7]([C:9]1[CH:14]=[CH:13][C:12](B(O)O)=[CH:11][CH:10]=1)=[O:8].[NH:18]1[CH:22]=[CH:21][CH:20]=[N:19]1. The catalyst is O1CCOCC1.C([O-])(=O)C.[Cu+2].C([O-])(=O)C. The product is [CH:7]([C:9]1[CH:14]=[CH:13][C:12]([N:18]2[CH:22]=[CH:21][CH:20]=[N:19]2)=[CH:11][CH:10]=1)=[O:8]. The yield is 0.660. (4) The reactants are [CH3:1][C:2]1([CH3:19])[CH2:11][C:10](=[O:12])[C:9]2[C:4](=[CH:5][CH:6]=[C:7]([C:13]#[C:14][Si](C)(C)C)[CH:8]=2)[S:3]1.C([O-])([O-])=O.[K+].[K+]. The catalyst is CO.O. The product is [C:13]([C:7]1[CH:8]=[C:9]2[C:4](=[CH:5][CH:6]=1)[S:3][C:2]([CH3:1])([CH3:19])[CH2:11][C:10]2=[O:12])#[CH:14]. The yield is 0.990. (5) The reactants are C(N(CC)CC)C.[C:8]([O:12][C:13]([N-:15][S:16](N1C=CC(=[N+](C)C)C=C1)(=[O:18])=[O:17])=[O:14])([CH3:11])([CH3:10])[CH3:9].[NH2:28][C:29]1[CH:30]=[C:31]([CH:53]=[CH:54][CH:55]=1)[CH2:32][C:33]1[C:34](=[O:52])[O:35][C:36]2[CH:44]=[C:43]([O:45][C:46](=[O:50])[N:47]([CH3:49])[CH3:48])[C:42]([Cl:51])=[CH:41][C:37]=2[C:38]=1[CH2:39][F:40].O. The catalyst is ClCCl. The product is [C:8]([O:12][C:13]([NH:15][S:16]([NH:28][C:29]1[CH:30]=[C:31]([CH:53]=[CH:54][CH:55]=1)[CH2:32][C:33]1[C:34](=[O:52])[O:35][C:36]2[CH:44]=[C:43]([O:45][C:46](=[O:50])[N:47]([CH3:49])[CH3:48])[C:42]([Cl:51])=[CH:41][C:37]=2[C:38]=1[CH2:39][F:40])(=[O:18])=[O:17])=[O:14])([CH3:11])([CH3:9])[CH3:10]. The yield is 0.630. (6) The reactants are [C:1]([O:5][C:6]([NH:8][C:9]1(/[CH:17]=[CH:18]/[C:19]2[CH:24]=[CH:23][C:22](Br)=[CH:21][CH:20]=2)[CH2:14][O:13][C:12]([CH3:16])([CH3:15])[O:11][CH2:10]1)=[O:7])([CH3:4])([CH3:3])[CH3:2].[CH2:26]([O:33][CH2:34][CH2:35][CH2:36][C:37]#[CH:38])[C:27]1[CH:32]=[CH:31][CH:30]=[CH:29][CH:28]=1.C(N(CC)C(C)C)(C)C. The catalyst is C1COCC1.[Cu]I.C1C=CC([P]([Pd]([P](C2C=CC=CC=2)(C2C=CC=CC=2)C2C=CC=CC=2)([P](C2C=CC=CC=2)(C2C=CC=CC=2)C2C=CC=CC=2)[P](C2C=CC=CC=2)(C2C=CC=CC=2)C2C=CC=CC=2)(C2C=CC=CC=2)C2C=CC=CC=2)=CC=1. The product is [C:1]([O:5][C:6]([NH:8][C:9]1(/[CH:17]=[CH:18]/[C:19]2[CH:24]=[CH:23][C:22]([C:38]#[C:37][CH2:36][CH2:35][CH2:34][O:33][CH2:26][C:27]3[CH:32]=[CH:31][CH:30]=[CH:29][CH:28]=3)=[CH:21][CH:20]=2)[CH2:14][O:13][C:12]([CH3:16])([CH3:15])[O:11][CH2:10]1)=[O:7])([CH3:4])([CH3:3])[CH3:2]. The yield is 0.530.